This data is from Full USPTO retrosynthesis dataset with 1.9M reactions from patents (1976-2016). The task is: Predict the reactants needed to synthesize the given product. The reactants are: CO[C:3]([C:5]1([CH2:29][CH:30]=O)[CH2:10][CH2:9][CH:8]([O:11][Si](C(C)(C)C)(C2C=CC=CC=2)C2C=CC=CC=2)[CH2:7][CH2:6]1)=[O:4].[CH3:32][CH:33]1[CH2:37][CH2:36][CH2:35][N:34]1[CH:38]1[CH2:42][CH2:41][C@H:40]([C:43]2[CH:48]=[CH:47][C:46]([NH2:49])=[CH:45][CH:44]=2)[CH2:39]1.CCCC[N+](CCCC)(CCCC)CCCC.[F-]. Given the product [OH:11][CH:8]1[CH2:7][CH2:6][C:5]2([C:3](=[O:4])[N:49]([C:46]3[CH:47]=[CH:48][C:43]([CH:40]4[CH2:41][CH2:42][CH:38]([N:34]5[CH2:35][CH2:36][CH2:37][CH:33]5[CH3:32])[CH2:39]4)=[CH:44][CH:45]=3)[CH2:30][CH2:29]2)[CH2:10][CH2:9]1, predict the reactants needed to synthesize it.